Dataset: Peptide-MHC class I binding affinity with 185,985 pairs from IEDB/IMGT. Task: Regression. Given a peptide amino acid sequence and an MHC pseudo amino acid sequence, predict their binding affinity value. This is MHC class I binding data. (1) The peptide sequence is MTSYQYLII. The MHC is HLA-A02:01 with pseudo-sequence HLA-A02:01. The binding affinity (normalized) is 0.369. (2) The peptide sequence is RVMPVFAFK. The MHC is HLA-B08:03 with pseudo-sequence HLA-B08:03. The binding affinity (normalized) is 0.0847. (3) The peptide sequence is LVTGAGSGF. The MHC is HLA-A02:11 with pseudo-sequence HLA-A02:11. The binding affinity (normalized) is 0.0847. (4) The peptide sequence is VIYQYMDDL. The MHC is HLA-B40:01 with pseudo-sequence HLA-B40:01. The binding affinity (normalized) is 0. (5) The peptide sequence is SMSQELAEL. The MHC is HLA-A02:02 with pseudo-sequence HLA-A02:02. The binding affinity (normalized) is 0.872. (6) The peptide sequence is LQAKSGSSL. The MHC is HLA-B15:03 with pseudo-sequence HLA-B15:03. The binding affinity (normalized) is 1.00. (7) The peptide sequence is FLARSALIL. The MHC is BoLA-T2C with pseudo-sequence YYIIYRNISDTSFVSNLYLLYTYYSMAVQNYEWH. The binding affinity (normalized) is 0.617. (8) The peptide sequence is DATPTGWGL. The MHC is Patr-B0101 with pseudo-sequence Patr-B0101. The binding affinity (normalized) is 0.112. (9) The peptide sequence is QYLDAYNMM. The MHC is HLA-A24:02 with pseudo-sequence HLA-A24:02. The binding affinity (normalized) is 0.